Dataset: Reaction yield outcomes from USPTO patents with 853,638 reactions. Task: Predict the reaction yield, written as a fraction of the theoretical maximum amount of product (1.0 means a 100% yield; for example, 0.34 means a 34% yield). (1) No catalyst specified. The yield is 0.630. The product is [Cl:27][C:22]1[CH:21]=[C:20]([CH2:19][CH2:18][C:17]([OH:28])=[O:16])[CH:25]=[CH:24][C:23]=1[O:26][CH2:2][C:3]1[CH:8]=[CH:7][CH:6]=[C:5]([S:9][CH:10]2[CH2:13][CH2:12][CH2:11]2)[N:4]=1. The reactants are Cl[CH2:2][C:3]1[CH:8]=[CH:7][CH:6]=[C:5]([S:9][CH:10]2[CH2:13][CH2:12][CH2:11]2)[N:4]=1.C([O:16][C:17](=[O:28])[CH2:18][CH2:19][C:20]1[CH:25]=[CH:24][C:23]([OH:26])=[C:22]([Cl:27])[CH:21]=1)C. (2) The reactants are [H-].[H-].[H-].[H-].[Li+].[Al+3].[CH2:7]([O:9][C:10]1([O:21][CH2:22][CH3:23])[CH2:15][NH:14][CH:13]([C:16](OCC)=[O:17])[CH2:12][CH2:11]1)[CH3:8]. The catalyst is C1COCC1. The product is [CH2:22]([O:21][C:10]1([O:9][CH2:7][CH3:8])[CH2:15][NH:14][CH:13]([CH2:16][OH:17])[CH2:12][CH2:11]1)[CH3:23]. The yield is 0.950. (3) The reactants are [C:1]1([S:11]([NH2:14])(=[O:13])=[O:12])[C:2]([S:7]([NH2:10])(=[O:9])=[O:8])=[CH:3][CH:4]=[CH:5][CH:6]=1.[Br:15][C:16]1[CH:24]=[CH:23][C:19]([C:20](O)=[O:21])=[CH:18][CH:17]=1.C(Cl)CCl. The catalyst is CN(C1C=CN=CC=1)C.CN(C=O)C.O. The product is [Br:15][C:16]1[CH:24]=[CH:23][C:19]([C:20]([NH:10][S:7]([C:2]2[CH:3]=[CH:4][CH:5]=[CH:6][C:1]=2[S:11](=[O:13])(=[O:12])[NH2:14])(=[O:9])=[O:8])=[O:21])=[CH:18][CH:17]=1. The yield is 0.430. (4) The reactants are CCCC[N+:5]([CH2:14][CH2:15][CH2:16][CH3:17])(CCCC)CCCC.[F-].O1C2C=CC=CC=2C=C1[C:28]1[C:29](=[O:64])[NH:30][C:31](=[O:63])[C:32]=1[C:33]1[C:41]2[C:36](=[N:37][CH:38]=[CH:39][CH:40]=2)[N:35]([CH2:42][CH2:43][CH2:44][O:45][Si](C(C)(C)C)(C2C=CC=CC=2)C2C=CC=CC=2)[CH:34]=1. The catalyst is C1COCC1. The product is [OH:45][CH2:44][CH2:43][CH2:42][N:35]1[C:36]2=[N:37][CH:38]=[CH:39][CH:40]=[C:41]2[C:33]([C:32]2[C:31](=[O:63])[NH:30][C:29](=[O:64])[C:28]=2[C:16]2[CH:15]=[CH:14][NH:5][CH:17]=2)=[CH:34]1. The yield is 0.840.